Task: Predict the reactants needed to synthesize the given product.. Dataset: Retrosynthesis with 50K atom-mapped reactions and 10 reaction types from USPTO (1) The reactants are: CC(C)(C)OC(=O)OC(=O)OC(C)(C)C.O=C1Nc2ccccc2C12CNC2. Given the product CC(C)(C)OC(=O)N1CC2(C1)C(=O)Nc1ccccc12, predict the reactants needed to synthesize it. (2) Given the product CNc1cccc(CNC(=O)OC(C)(C)C)c1, predict the reactants needed to synthesize it. The reactants are: C=O.CC(C)(C)OC(=O)NCc1cccc(N)c1. (3) The reactants are: CN.O=c1[nH]c(-c2ccccc2C(F)(F)F)cc2ccc(Br)cc12. Given the product CNc1ccc2cc(-c3ccccc3C(F)(F)F)[nH]c(=O)c2c1, predict the reactants needed to synthesize it.